Dataset: Catalyst prediction with 721,799 reactions and 888 catalyst types from USPTO. Task: Predict which catalyst facilitates the given reaction. (1) Reactant: [F:1][C:2]1[CH:3]=[CH:4][C:5]([C:8]2[N:12]=[N:11][N:10]([CH3:13])[C:9]=2[CH2:14][O:15][C:16]2[CH:17]=[CH:18][C:19]([C:22]([OH:24])=O)=[N:20][CH:21]=2)=[N:6][CH:7]=1.CN(C(O[N:33]1N=N[C:35]2C=CC=[CH:39][C:34]1=2)=[N+](C)C)C.[B-](F)(F)(F)F.CCN(C(C)C)C(C)C.C(N)(C)C. Product: [CH:34]([NH:33][C:22]([C:19]1[CH:18]=[CH:17][C:16]([O:15][CH2:14][C:9]2[N:10]([CH3:13])[N:11]=[N:12][C:8]=2[C:5]2[CH:4]=[CH:3][C:2]([F:1])=[CH:7][N:6]=2)=[CH:21][N:20]=1)=[O:24])([CH3:39])[CH3:35]. The catalyst class is: 3. (2) Reactant: [Br:1][C:2]1[CH:10]=[CH:9][C:5]([C:6]([OH:8])=[O:7])=[C:4](F)[CH:3]=1.[CH:12]1([NH2:15])[CH2:14][CH2:13]1.[C:16]([O-])([O-])=O.[K+].[K+].IC. Product: [Br:1][C:2]1[CH:10]=[CH:9][C:5]([C:6]([O:8][CH3:16])=[O:7])=[C:4]([NH:15][CH:12]2[CH2:14][CH2:13]2)[CH:3]=1. The catalyst class is: 228. (3) Reactant: [CH3:1][C:2]1[CH2:7][CH2:6][CH2:5][C:4]([CH3:9])([CH3:8])[C:3]=1[CH:10]=O.[F:12][C:13]1[CH:19]=[CH:18][C:16](N)=[CH:15][C:14]=1[CH3:20].C([BH3-])#[N:22].[Na+].[Cl-].[NH4+]. Product: [F:12][C:13]1[CH:19]=[C:18]([CH:16]=[CH:15][C:14]=1[CH3:20])[NH:22][CH2:10][C:3]1[C:4]([CH3:9])([CH3:8])[CH2:5][CH2:6][CH2:7][C:2]=1[CH3:1]. The catalyst class is: 130. (4) Reactant: CC(OC([NH:8][C:9]([CH3:15])([C:11]([NH:13][CH3:14])=[O:12])[CH3:10])=O)(C)C.[ClH:16]. Product: [ClH:16].[CH3:14][NH:13][C:11](=[O:12])[C:9]([CH3:15])([CH3:10])[NH2:8]. The catalyst class is: 12.